From a dataset of Forward reaction prediction with 1.9M reactions from USPTO patents (1976-2016). Predict the product of the given reaction. (1) Given the reactants Cl[C:2]([O:4][CH2:5][C:6]1[CH:11]=[CH:10][CH:9]=[CH:8][CH:7]=1)=[O:3].Cl.[NH2:13][C@H:14]1[CH2:19][CH2:18][N:17]([C:20]([O:22][CH2:23][CH3:24])=[O:21])[CH2:16][C@H:15]1[O:25][CH3:26], predict the reaction product. The product is: [CH2:5]([O:4][C:2]([NH:13][C@H:14]1[CH2:19][CH2:18][N:17]([C:20]([O:22][CH2:23][CH3:24])=[O:21])[CH2:16][C@H:15]1[O:25][CH3:26])=[O:3])[C:6]1[CH:11]=[CH:10][CH:9]=[CH:8][CH:7]=1. (2) Given the reactants [Br:1][C:2]1[CH:3]=[C:4]([CH3:11])[C:5]([C:8]([OH:10])=[O:9])=[N:6][CH:7]=1.O=S(Cl)Cl.[CH3:16]O, predict the reaction product. The product is: [Br:1][C:2]1[CH:3]=[C:4]([CH3:11])[C:5]([C:8]([O:10][CH3:16])=[O:9])=[N:6][CH:7]=1. (3) Given the reactants [CH:1]([C:3]1[CH:11]=[CH:10][CH:9]=[C:8]2[C:4]=1[CH2:5][CH2:6][C:7]2=[N:12]OS(C1C=CC(C)=CC=1)(=O)=O)=[CH2:2].Cl[Al](Cl)Cl.[OH2:28], predict the reaction product. The product is: [CH:1]([C:3]1[CH:11]=[CH:10][CH:9]=[C:8]2[C:4]=1[CH2:5][CH2:6][C:7](=[O:28])[NH:12]2)=[CH2:2].